From a dataset of Full USPTO retrosynthesis dataset with 1.9M reactions from patents (1976-2016). Predict the reactants needed to synthesize the given product. (1) Given the product [Cl:1][C:2]1[CH:3]=[C:4]([N+:22]([O-:24])=[O:23])[C:5]([NH:8][CH2:9][C@@H:10]2[CH2:14][CH2:13][NH:12][CH2:11]2)=[N:6][CH:7]=1, predict the reactants needed to synthesize it. The reactants are: [Cl:1][C:2]1[CH:3]=[C:4]([N+:22]([O-:24])=[O:23])[C:5]([NH:8][CH2:9][C@@H:10]2[CH2:14][CH2:13][N:12](C(OC(C)(C)C)=O)[CH2:11]2)=[N:6][CH:7]=1.Cl. (2) Given the product [NH:10]1[C:18]2[C:13](=[CH:14][CH:15]=[CH:16][CH:17]=2)[CH:12]=[C:11]1[C:19]([NH2:22])=[O:21], predict the reactants needed to synthesize it. The reactants are: C1(S([N:10]2[C:18]3[C:13](=[CH:14][CH:15]=[CH:16][CH:17]=3)[CH:12]=[C:11]2[C:19]([O-:21])=O)(=O)=O)C=CC=CC=1.[NH3:22].